The task is: Predict the reaction yield, written as a fraction of the theoretical maximum amount of product (1.0 means a 100% yield; for example, 0.34 means a 34% yield).. This data is from Reaction yield outcomes from USPTO patents with 853,638 reactions. (1) The reactants are [Cl:1][C:2]1[N:3]=[C:4](Cl)[C:5]2[CH2:11][O:10][CH2:9][CH:8]([C:12]3[CH:17]=[CH:16][CH:15]=[CH:14][CH:13]=3)[C:6]=2[N:7]=1.[CH3:19][NH:20][CH3:21]. The catalyst is CO. The product is [Cl:1][C:2]1[N:3]=[C:4]([N:20]([CH3:21])[CH3:19])[C:5]2[CH2:11][O:10][CH2:9][CH:8]([C:12]3[CH:17]=[CH:16][CH:15]=[CH:14][CH:13]=3)[C:6]=2[N:7]=1. The yield is 1.00. (2) The product is [N:10]1[C:9]2[CH:8]=[CH:7][S:6][C:5]=2[C:3](=[O:2])[NH:19][CH:11]=1. No catalyst specified. The yield is 0.740. The reactants are C[O:2][C:3]([C:5]1[S:6][CH:7]=[CH:8][C:9]=1[NH:10][CH:11]=O)=O.C([O-])=O.[NH4+].C([NH2:19])=O. (3) The reactants are [NH:1]1[CH2:5][CH2:4][CH2:3][CH2:2]1.N1CCC[C@H]1C(O)=O.I[C:15]1[CH:20]=[CH:19][CH:18]=[CH:17][CH:16]=1. The catalyst is CS(C)=O.O.[Cu]I. The product is [C:15]1([N:1]2[CH2:5][CH2:4][CH2:3][CH2:2]2)[CH:20]=[CH:19][CH:18]=[CH:17][CH:16]=1. The yield is 0.570. (4) The reactants are [C:1]([N:8]([CH3:13])[C@H:9]([CH2:11][OH:12])[CH3:10])([O:3][C:4]([CH3:7])([CH3:6])[CH3:5])=[O:2].C([O-])(O)=O.[Na+].[K+].[Br-].Cl[O-].[Na+]. The catalyst is ClCCl.O. The product is [C:4]([O:3][C:1](=[O:2])[N:8]([CH3:13])[C@@H:9]([CH3:10])[CH:11]=[O:12])([CH3:6])([CH3:7])[CH3:5]. The yield is 0.800. (5) The reactants are C(OC(=O)[NH:7][C@H:8]([C:13]([N:15]1[CH2:20][CH2:19][CH:18]([N:21]([C:27]2[CH:32]=[CH:31][C:30]([O:33][CH2:34][C:35]3[CH:40]=[CH:39][CH:38]=[CH:37][CH:36]=3)=[CH:29][CH:28]=2)[CH2:22][CH:23]=[C:24]([CH3:26])[CH3:25])[CH2:17][CH2:16]1)=[O:14])[CH2:9][CH:10]([CH3:12])[CH3:11])(C)(C)C.C(O)(C(F)(F)F)=O. The catalyst is C(Cl)Cl. The yield is 0.990. The product is [NH2:7][C@@H:8]([CH2:9][CH:10]([CH3:12])[CH3:11])[C:13]([N:15]1[CH2:20][CH2:19][CH:18]([N:21]([C:27]2[CH:28]=[CH:29][C:30]([O:33][CH2:34][C:35]3[CH:40]=[CH:39][CH:38]=[CH:37][CH:36]=3)=[CH:31][CH:32]=2)[CH2:22][CH:23]=[C:24]([CH3:26])[CH3:25])[CH2:17][CH2:16]1)=[O:14]. (6) The reactants are N([O-])=O.[Na+].CC(O[Na])=[O:7].[F:10][C:11]([F:29])([O:14][C:15]([F:28])([F:27])[C:16]([F:26])([F:25])[C:17]([F:24])([F:23])[O:18][C:19]([F:22])([F:21])[F:20])[CH2:12][OH:13]. The catalyst is CC1(C)N([O])C(C)(C)CCC1.C(O)(=O)C. The product is [F:10][C:11]([F:29])([O:14][C:15]([F:27])([F:28])[C:16]([F:25])([F:26])[C:17]([F:23])([F:24])[O:18][C:19]([F:20])([F:21])[F:22])[C:12]([OH:7])=[O:13]. The yield is 0.780.